Dataset: Catalyst prediction with 721,799 reactions and 888 catalyst types from USPTO. Task: Predict which catalyst facilitates the given reaction. (1) Reactant: C(C1C=CC([C:11]2[CH:20]=[CH:19][C:18]([O:21][Si](C(C)(C)C)(C)C)=[C:17]3[C:12]=2[CH:13]=[CH:14][C:15](C)=[N:16]3)=CC=1)(C)(C)C.F.F.F.C(N(CC)CC)C. Product: [OH:21][C:18]1[CH:19]=[CH:20][CH:11]=[C:12]2[C:17]=1[N:16]=[CH:15][CH:14]=[CH:13]2. The catalyst class is: 1. (2) Reactant: [S:1]1[C:5]2[CH:6]=[C:7]([NH:10][C:11]3[CH:19]=[C:18]([NH:20][CH:21]([CH3:23])[CH3:22])[C:14]([C:15]([OH:17])=O)=[CH:13][N:12]=3)[CH:8]=[CH:9][C:4]=2[N:3]=[CH:2]1.[NH2:24][C:25](=[N:31][NH2:32])[C:26]([O:28][CH2:29][CH3:30])=[O:27].CN(C(ON1N=NC2C=CC=NC1=2)=[N+](C)C)C.F[P-](F)(F)(F)(F)F.CCN(C(C)C)C(C)C. Product: [NH2:24][C:25](=[N:31][NH:32][C:15](=[O:17])[C:14]1[C:18]([NH:20][CH:21]([CH3:23])[CH3:22])=[CH:19][C:11]([NH:10][C:7]2[CH:8]=[CH:9][C:4]3[N:3]=[CH:2][S:1][C:5]=3[CH:6]=2)=[N:12][CH:13]=1)[C:26]([O:28][CH2:29][CH3:30])=[O:27]. The catalyst class is: 3. (3) Product: [CH3:26][S:25][C:22]1[CH:23]=[CH:24][C:19]([CH2:18][C:13]2[CH:14]=[CH:15][CH:16]=[CH:17][C:12]=2[OH:11])=[CH:20][CH:21]=1. Reactant: CSC.C([O:11][C:12]1[CH:17]=[CH:16][CH:15]=[CH:14][C:13]=1[CH2:18][C:19]1[CH:24]=[CH:23][C:22]([S:25][CH3:26])=[CH:21][CH:20]=1)C1C=CC=CC=1.O. The catalyst class is: 2. (4) Reactant: [Cl:1][C:2]1[CH:7]=[CH:6][C:5]([N:8]2[C:13](=[O:14])[C:12]3[CH:15]=[N:16][N:17]([C:18]4[CH:19]=[C:20]([NH:24][S:25]([CH3:28])(=[O:27])=[O:26])[CH:21]=[CH:22][CH:23]=4)[C:11]=3[N:10]=[C:9]2[C:29]2[CH:34]=[CH:33][C:32](B3OC(C)(C)C(C)(C)O3)=[CH:31][CH:30]=2)=[CH:4][CH:3]=1.I[C:45]1[CH:50]=[N:49][CH:48]=[CH:47][N:46]=1.C(=O)([O-])[O-].[Cs+].[Cs+]. Product: [Cl:1][C:2]1[CH:3]=[CH:4][C:5]([N:8]2[C:13](=[O:14])[C:12]3[CH:15]=[N:16][N:17]([C:18]4[CH:19]=[C:20]([NH:24][S:25]([CH3:28])(=[O:27])=[O:26])[CH:21]=[CH:22][CH:23]=4)[C:11]=3[N:10]=[C:9]2[C:29]2[CH:30]=[CH:31][C:32]([C:45]3[CH:50]=[N:49][CH:48]=[CH:47][N:46]=3)=[CH:33][CH:34]=2)=[CH:6][CH:7]=1. The catalyst class is: 423. (5) Product: [Cl:20][C:16]1[CH:15]=[C:14]([S:11]([NH:10][C:9]2[CH:8]=[C:7]([CH3:21])[N:6]=[C:5]3[S:22][C:2]([C:36]4[C:32]([CH3:31])=[N:33][O:34][C:35]=4[CH3:40])=[C:3]([C:23]4[CH:28]=[CH:27][CH:26]=[C:25]([O:29][CH3:30])[CH:24]=4)[C:4]=23)(=[O:13])=[O:12])[CH:19]=[CH:18][CH:17]=1. The catalyst class is: 487. Reactant: Br[C:2]1[S:22][C:5]2=[N:6][C:7]([CH3:21])=[CH:8][C:9]([NH:10][S:11]([C:14]3[CH:19]=[CH:18][CH:17]=[C:16]([Cl:20])[CH:15]=3)(=[O:13])=[O:12])=[C:4]2[C:3]=1[C:23]1[CH:28]=[CH:27][CH:26]=[C:25]([O:29][CH3:30])[CH:24]=1.[CH3:31][C:32]1[C:36](B(O)O)=[C:35]([CH3:40])[O:34][N:33]=1.CC1(C)C2C(=C(P(C3C=CC=CC=3)C3C=CC=CC=3)C=CC=2)OC2C(P(C3C=CC=CC=3)C3C=CC=CC=3)=CC=CC1=2.C([O-])([O-])=O.[Cs+].[Cs+]. (6) The catalyst class is: 10. Reactant: [C:1]([O:5][C:6]([N:8]1[CH2:11][C:10]([C:13]2[CH:18]=[CH:17][C:16]([C:19](=[O:34])/[CH:20]=[C:21](/[C:26]3[CH:31]=[C:30]([Cl:32])[CH:29]=[C:28]([Cl:33])[CH:27]=3)\[C:22]([F:25])([F:24])[F:23])=[CH:15][CH:14]=2)([F:12])[CH2:9]1)=[O:7])([CH3:4])([CH3:3])[CH3:2].[N+:35]([CH3:38])([O-:37])=[O:36].C1CCN2C(=NCCC2)CC1. Product: [C:1]([O:5][C:6]([N:8]1[CH2:11][C:10]([C:13]2[CH:18]=[CH:17][C:16]([C:19](=[O:34])[CH2:20][C:21]([C:26]3[CH:27]=[C:28]([Cl:33])[CH:29]=[C:30]([Cl:32])[CH:31]=3)([CH2:38][N+:35]([O-:37])=[O:36])[C:22]([F:23])([F:25])[F:24])=[CH:15][CH:14]=2)([F:12])[CH2:9]1)=[O:7])([CH3:4])([CH3:2])[CH3:3].